This data is from Full USPTO retrosynthesis dataset with 1.9M reactions from patents (1976-2016). The task is: Predict the reactants needed to synthesize the given product. (1) Given the product [Cl:1][C:2]1[CH:3]=[CH:4][C:5]2[N:11]3[C:12]([C:15]([F:18])([F:17])[F:16])=[N:13][N:14]=[C:10]3[C@H:9]([CH2:19][C:20]([OH:22])=[O:21])[O:8][C@@H:7]([C:25]3[CH:30]=[CH:29][CH:28]=[C:27]([O:31][CH3:32])[C:26]=3[O:33][CH2:34][CH3:35])[C:6]=2[CH:36]=1, predict the reactants needed to synthesize it. The reactants are: [Cl:1][C:2]1[CH:3]=[CH:4][C:5]2[N:11]3[C:12]([C:15]([F:18])([F:17])[F:16])=[N:13][N:14]=[C:10]3[C@H:9]([CH2:19][C:20]([O:22]CC)=[O:21])[O:8][C@@H:7]([C:25]3[CH:30]=[CH:29][CH:28]=[C:27]([O:31][CH3:32])[C:26]=3[O:33][CH2:34][CH3:35])[C:6]=2[CH:36]=1.Cl. (2) The reactants are: IC.[Cl:3][C:4]1[N:8]=[CH:7][N:6]([C:9]2[CH:14]=[CH:13][C:12]([N+:15]([O-:17])=[O:16])=[CH:11][C:10]=2[OH:18])[N:5]=1.[OH-].[K+].[CH3:21]S(C)=O. Given the product [Cl:3][C:4]1[N:8]=[CH:7][N:6]([C:9]2[CH:14]=[CH:13][C:12]([N+:15]([O-:17])=[O:16])=[CH:11][C:10]=2[O:18][CH3:21])[N:5]=1, predict the reactants needed to synthesize it. (3) The reactants are: [C:1]1(=O)[C:9]2[C:4](=[CH:5][CH:6]=[CH:7][CH:8]=2)[CH2:3][CH2:2]1.[Li+].C[CH:13]([N-:15]C(C)C)C.C(P(=O)(OCC)OCC)#N. Given the product [CH2:3]1[C:4]2[C:9](=[CH:8][CH:7]=[CH:6][CH:5]=2)[C:1]([C:13]#[N:15])=[CH:2]1, predict the reactants needed to synthesize it. (4) Given the product [CH3:33][CH:32]([N:29]1[CH2:30][CH2:31][N:26]([CH2:25][C:22]2[O:21][C:20]([C:4]3[CH:3]=[C:2]([C:40]4[CH:41]=[C:42]([NH:43][S:44]([CH3:47])(=[O:45])=[O:46])[C:37]([O:36][CH3:35])=[N:38][CH:39]=4)[CH:10]=[C:9]4[C:5]=3[CH:6]=[N:7][N:8]4[S:11]([C:14]3[CH:19]=[CH:18][CH:17]=[CH:16][CH:15]=3)(=[O:13])=[O:12])=[N:24][N:23]=2)[CH2:27][CH2:28]1)[CH3:34], predict the reactants needed to synthesize it. The reactants are: Br[C:2]1[CH:10]=[C:9]2[C:5]([CH:6]=[N:7][N:8]2[S:11]([C:14]2[CH:19]=[CH:18][CH:17]=[CH:16][CH:15]=2)(=[O:13])=[O:12])=[C:4]([C:20]2[O:21][C:22]([CH2:25][N:26]3[CH2:31][CH2:30][N:29]([CH:32]([CH3:34])[CH3:33])[CH2:28][CH2:27]3)=[N:23][N:24]=2)[CH:3]=1.[CH3:35][O:36][C:37]1[C:42]([NH:43][S:44]([CH3:47])(=[O:46])=[O:45])=[CH:41][C:40](B2OC(C)(C)C(C)(C)O2)=[CH:39][N:38]=1.[O-]P([O-])([O-])=O.[K+].[K+].[K+]. (5) Given the product [CH3:30][C:27]1[CH:28]=[CH:29][C:24]([C:22]2[NH:33][C:32](=[O:31])[N:6]([CH:7]3[CH2:8][CH2:9][N:10]([C:13]([O:15][C:16]([CH3:19])([CH3:18])[CH3:17])=[O:14])[CH2:11][CH2:12]3)[CH:21]=2)=[CH:25][CH:26]=1, predict the reactants needed to synthesize it. The reactants are: C([O-])(=O)C.[Na+].[NH2:6][CH:7]1[CH2:12][CH2:11][N:10]([C:13]([O:15][C:16]([CH3:19])([CH3:18])[CH3:17])=[O:14])[CH2:9][CH2:8]1.Br[CH2:21][C:22]([C:24]1[CH:29]=[CH:28][C:27]([CH3:30])=[CH:26][CH:25]=1)=O.[O-:31][C:32]#[N:33].[Na+]. (6) Given the product [Cl:24][C:21]1[CH:20]=[CH:19][C:18]([C:11]([N:6]2[C:7]3[C:3](=[C:2]([N:1]4[C:29]([CH3:30])=[CH:28][CH:27]=[C:26]4[CH3:25])[CH:10]=[CH:9][CH:8]=3)[CH:4]=[CH:5]2)([CH2:16][CH3:17])[C:12]([O:14][CH3:15])=[O:13])=[CH:23][CH:22]=1, predict the reactants needed to synthesize it. The reactants are: [NH2:1][C:2]1[CH:10]=[CH:9][CH:8]=[C:7]2[C:3]=1[CH:4]=[CH:5][N:6]2[C:11]([C:18]1[CH:23]=[CH:22][C:21]([Cl:24])=[CH:20][CH:19]=1)([CH2:16][CH3:17])[C:12]([O:14][CH3:15])=[O:13].[CH3:25][C:26](=O)[CH2:27][CH2:28][C:29](=O)[CH3:30].CC1C=CC(S(O)(=O)=O)=CC=1. (7) The reactants are: [NH2:1][C:2]1[NH:6][C:5]2[CH:7]=[CH:8][C:9]([C:11]3[NH:16][C:15]([NH:17][C:18]4[CH:23]=[CH:22][CH:21]=[CH:20][C:19]=4[Cl:24])=[N:14][C:13](=[O:25])[CH:12]=3)=[CH:10][C:4]=2[N:3]=1.[CH3:26][O:27][C:28]1[CH:29]=[C:30]([CH:34]=[C:35]([O:39][CH3:40])[C:36]=1[O:37][CH3:38])[C:31](O)=[O:32]. Given the product [Cl:24][C:19]1[CH:20]=[CH:21][CH:22]=[CH:23][C:18]=1[NH:17][C:15]1[NH:14][C:13](=[O:25])[CH:12]=[C:11]([C:9]2[CH:8]=[CH:7][C:5]3[NH:6][C:2]([NH:1][C:31](=[O:32])[C:30]4[CH:29]=[C:28]([O:27][CH3:26])[C:36]([O:37][CH3:38])=[C:35]([O:39][CH3:40])[CH:34]=4)=[N:3][C:4]=3[CH:10]=2)[N:16]=1, predict the reactants needed to synthesize it. (8) Given the product [CH2:10]([C:9]1[CH:8]=[C:2]([C:3]([O:5][CH2:6][CH3:7])=[O:4])[NH:21][N:20]=1)[CH2:11][CH3:12], predict the reactants needed to synthesize it. The reactants are: O=[C:2]([CH2:8][C:9](=O)[CH2:10][CH2:11][CH3:12])[C:3]([O:5][CH2:6][CH3:7])=[O:4].COC(O)C.Cl.[NH2:20][NH2:21]. (9) The reactants are: [C:1]([C:3]1[N:4]=[CH:5][C:6]2[CH:11]=[C:10]([CH2:12][N:13]3[C:17](=[O:18])[C:16]4([CH2:23][CH2:22][N:21](C(O)=O)[CH2:20][CH2:19]4)[N:15]([CH3:27])[C:14]3=[O:28])[N:9]([CH2:29][C:30]([CH3:33])([CH3:32])[CH3:31])[C:7]=2[N:8]=1)#[N:2].C(O)(C(F)(F)F)=O.C([O-])(O)=O.[Na+]. Given the product [CH3:31][C:30]([CH3:33])([CH3:32])[CH2:29][N:9]1[C:7]2[N:8]=[C:3]([C:1]#[N:2])[N:4]=[CH:5][C:6]=2[CH:11]=[C:10]1[CH2:12][N:13]1[C:17](=[O:18])[C:16]2([CH2:19][CH2:20][NH:21][CH2:22][CH2:23]2)[N:15]([CH3:27])[C:14]1=[O:28], predict the reactants needed to synthesize it.